From a dataset of Experimental lipophilicity measurements (octanol/water distribution) for 4,200 compounds from AstraZeneca. Regression/Classification. Given a drug SMILES string, predict its absorption, distribution, metabolism, or excretion properties. Task type varies by dataset: regression for continuous measurements (e.g., permeability, clearance, half-life) or binary classification for categorical outcomes (e.g., BBB penetration, CYP inhibition). For this dataset (lipophilicity_astrazeneca), we predict Y. (1) The drug is N#CC1(NC(=O)[C@@H]2CCCC[C@H]2C(=O)N2CCc3[nH]c4ccc(Cl)cc4c3C2)CC1. The Y is 3.65 logD. (2) The compound is C[C@@H]1CN(C(=O)OC(C)(C)C)CCN1c1ncc(OCc2ccc(S(C)(=O)=O)cc2)cn1. The Y is 3.60 logD. (3) The molecule is CCn1nc(C)c(C(=O)N[C@@H](C)C(C)(C)C)c1NS(=O)(=O)c1ccc(C)cc1. The Y is 0.950 logD. (4) The compound is Cc1cc(Oc2ccc3c(c2)OCO3)nc(Oc2ccc(-n3ccnc3)cc2)n1. The Y is 3.47 logD.